From a dataset of Forward reaction prediction with 1.9M reactions from USPTO patents (1976-2016). Predict the product of the given reaction. (1) Given the reactants [C:1](O)(=O)[CH2:2][C:3]([CH2:8][C:9]([OH:11])=O)([C:5](O)=O)O.O.[C:15]([O-:18])(=O)C.[Na+].C(N(CC(O)=O)CC(O)=O)[CH2:21][N:22](CC(O)=O)CC(O)=O, predict the reaction product. The product is: [NH2:22][CH2:21][CH2:5][C:3]1[CH:2]=[CH:1][C:15]([OH:18])=[C:9]([OH:11])[CH:8]=1. (2) The product is: [C:1]1([S:7]([N:10]2[CH2:18][C@H:17]([NH2:19])[CH2:16][C@H:11]2[C:12]([O:14][CH3:15])=[O:13])(=[O:8])=[O:9])[CH:2]=[CH:3][CH:4]=[CH:5][CH:6]=1. Given the reactants [C:1]1([S:7]([N:10]2[CH2:18][C@H:17]([N:19]=[N+]=[N-])[CH2:16][C@H:11]2[C:12]([O:14][CH3:15])=[O:13])(=[O:9])=[O:8])[CH:6]=[CH:5][CH:4]=[CH:3][CH:2]=1, predict the reaction product. (3) Given the reactants C(O)C.[Na].[Cl:5][C:6]1[CH:7]=[C:8]([CH2:12][C:13](=[NH:15])[NH2:14])[CH:9]=[CH:10][CH:11]=1.[CH2:16]([N:23]1[CH2:29][CH2:28][C:27](=O)[CH:26]([C:31](OCC)=[O:32])[CH2:25][CH2:24]1)[C:17]1[CH:22]=[CH:21][CH:20]=[CH:19][CH:18]=1, predict the reaction product. The product is: [CH2:16]([N:23]1[CH2:24][CH2:25][C:26]2[C:31](=[O:32])[NH:15][C:13]([CH2:12][C:8]3[CH:9]=[CH:10][CH:11]=[C:6]([Cl:5])[CH:7]=3)=[N:14][C:27]=2[CH2:28][CH2:29]1)[C:17]1[CH:22]=[CH:21][CH:20]=[CH:19][CH:18]=1. (4) Given the reactants [C:1]1(=[O:6])[CH2:5][CH2:4][CH2:3][CH2:2]1.C([N-]C(C)C)(C)C.[Li+].[CH:15]1([C:18]2[N:22]([C:23]([O:25][C:26]([CH3:29])([CH3:28])[CH3:27])=[O:24])[C:21]3[CH:30]=[C:31]([C:36]4[C:37]([CH3:42])=[N:38][O:39][C:40]=4[CH3:41])[CH:32]=[C:33]([CH:34]=[O:35])[C:20]=3[N:19]=2)[CH2:17][CH2:16]1, predict the reaction product. The product is: [CH:15]1([C:18]2[N:22]([C:23]([O:25][C:26]([CH3:29])([CH3:28])[CH3:27])=[O:24])[C:21]3[CH:30]=[C:31]([C:36]4[C:37]([CH3:42])=[N:38][O:39][C:40]=4[CH3:41])[CH:32]=[C:33]([CH:34]([OH:35])[CH:2]4[CH2:3][CH2:4][CH2:5][CH:1]4[OH:6])[C:20]=3[N:19]=2)[CH2:16][CH2:17]1. (5) The product is: [Cl:1][C:2]1[CH:3]=[CH:4][C:5]([S:8][C:9]2[O:13][C:12]([C:14]3[CH:15]=[CH:16][C:17]([F:20])=[CH:18][CH:19]=3)=[N:11][C:10]=2[C:21]2[CH:22]=[CH:23][C:24]([C:27]([CH3:33])([CH3:32])[CH2:28][OH:29])=[N:25][CH:26]=2)=[N:6][CH:7]=1. Given the reactants [Cl:1][C:2]1[CH:3]=[CH:4][C:5]([S:8][C:9]2[O:13][C:12]([C:14]3[CH:19]=[CH:18][C:17]([F:20])=[CH:16][CH:15]=3)=[N:11][C:10]=2[C:21]2[CH:22]=[CH:23][C:24]([C:27]([CH3:33])([CH3:32])[C:28](OC)=[O:29])=[N:25][CH:26]=2)=[N:6][CH:7]=1.CC(C[AlH]CC(C)C)C.[C@H](O)(C([O-])=O)[C@@H](O)C([O-])=O.[Na+].[K+].CCOC(C)=O, predict the reaction product. (6) Given the reactants [CH3:1][O:2][C:3]1[N:4]=[CH:5][C:6]([N:11]2[CH2:20][CH2:19][C:14]3(OCC[O:15]3)[CH2:13][CH2:12]2)=[N:7][C:8]=1[O:9][CH3:10].[OH-].[Na+].C([O-])([O-])=O.[K+].[K+], predict the reaction product. The product is: [CH3:1][O:2][C:3]1[N:4]=[CH:5][C:6]([N:11]2[CH2:20][CH2:19][C:14](=[O:15])[CH2:13][CH2:12]2)=[N:7][C:8]=1[O:9][CH3:10]. (7) Given the reactants [CH3:1][O:2][C:3](=[O:30])[CH:4]([C:20]1[CH:25]=[CH:24][C:23]([C:26]([CH3:29])([CH3:28])[CH3:27])=[CH:22][CH:21]=1)[CH2:5][C:6]1[CH:11]=[CH:10][C:9]([O:12]CC2C=CC=CC=2)=[CH:8][CH:7]=1, predict the reaction product. The product is: [CH3:1][O:2][C:3](=[O:30])[CH:4]([C:20]1[CH:21]=[CH:22][C:23]([C:26]([CH3:28])([CH3:27])[CH3:29])=[CH:24][CH:25]=1)[CH2:5][C:6]1[CH:11]=[CH:10][C:9]([OH:12])=[CH:8][CH:7]=1.